From a dataset of Reaction yield outcomes from USPTO patents with 853,638 reactions. Predict the reaction yield, written as a fraction of the theoretical maximum amount of product (1.0 means a 100% yield; for example, 0.34 means a 34% yield). (1) The reactants are [NH2:1][C:2]1[CH:7]=[CH:6][C:5]([C:8]2([C:11]([O:13][CH3:14])=[O:12])[CH2:10][CH2:9]2)=[CH:4][C:3]=1Br.[C:16]([Si:18]([CH3:21])([CH3:20])[CH3:19])#[CH:17]. The catalyst is CCN(CC)CC.CN(C1C=CN=CC=1)C.Cl[Pd](Cl)([P](C1C=CC=CC=1)(C1C=CC=CC=1)C1C=CC=CC=1)[P](C1C=CC=CC=1)(C1C=CC=CC=1)C1C=CC=CC=1. The product is [NH2:1][C:2]1[CH:7]=[CH:6][C:5]([C:8]2([C:11]([O:13][CH3:14])=[O:12])[CH2:10][CH2:9]2)=[CH:4][C:3]=1[C:17]#[C:16][Si:18]([CH3:21])([CH3:20])[CH3:19]. The yield is 0.560. (2) The reactants are [C:1](Cl)(Cl)=[O:2].[CH3:5][NH:6][C:7]1[S:8][C:9]([C:12]2[CH:13]=[N:14][CH:15]=[C:16]([F:18])[CH:17]=2)=[N:10][N:11]=1.[CH3:19][S:20][CH2:21][CH2:22][OH:23]. The catalyst is C1(C)C=CC=CC=1.ClC(Cl)C. The product is [CH3:19][S:20][CH2:21][CH2:22][O:23][C:1](=[O:2])[N:6]([C:7]1[S:8][C:9]([C:12]2[CH:13]=[N:14][CH:15]=[C:16]([F:18])[CH:17]=2)=[N:10][N:11]=1)[CH3:5]. The yield is 0.530. (3) The reactants are [CH:1]([C:3]1[S:7][C:6]([NH2:8])=[N:5][CH:4]=1)=[O:2].[C:9]([O:13][C:14]([N:16]1[CH2:21][CH2:20][CH:19]([NH:22][CH:23]2[CH2:28][CH2:27][CH:26]([CH3:29])[CH2:25][CH2:24]2)[CH2:18][CH2:17]1)=[O:15])([CH3:12])([CH3:11])[CH3:10].C1N=CN([C:35](N2C=NC=C2)=[O:36])C=1. The catalyst is CN(C1C=CN=CC=1)C.C1COCC1. The product is [C:9]([O:13][C:14]([N:16]1[CH2:21][CH2:20][CH:19]([N:22]([CH:23]2[CH2:28][CH2:27][CH:26]([CH3:29])[CH2:25][CH2:24]2)[C:35]([NH:8][C:6]2[S:7][C:3]([CH:1]=[O:2])=[CH:4][N:5]=2)=[O:36])[CH2:18][CH2:17]1)=[O:15])([CH3:12])([CH3:10])[CH3:11]. The yield is 0.270. (4) The reactants are Cl.Cl.[NH2:3][CH2:4][C:5]1[CH:6]=[CH:7][C:8]([Cl:19])=[C:9]([CH:18]=1)[C:10]([NH:12][C:13]1[NH:14][CH:15]=[CH:16][N:17]=1)=[O:11].C(N(CC)CC)C.[C:27](Cl)(=[O:31])[CH:28]([CH3:30])[CH3:29]. The catalyst is C1COCC1. The product is [Cl:19][C:8]1[CH:7]=[CH:6][C:5]([CH2:4][NH:3][C:27](=[O:31])[CH:28]([CH3:30])[CH3:29])=[CH:18][C:9]=1[C:10]([NH:12][C:13]1[NH:14][CH:15]=[CH:16][N:17]=1)=[O:11]. The yield is 0.380. (5) The reactants are [C:1]1([N:7]2[CH:11]=[CH:10][CH:9]=[N:8]2)[CH:6]=[CH:5][CH:4]=[CH:3][CH:2]=1.[Li]CCCC.[B:17](OC(C)C)([O:22]C(C)C)[O:18]C(C)C.Cl. The catalyst is C1COCC1. The product is [C:1]1([N:7]2[C:11]([B:17]([OH:22])[OH:18])=[CH:10][CH:9]=[N:8]2)[CH:2]=[CH:3][CH:4]=[CH:5][CH:6]=1. The yield is 0.760.